Dataset: Reaction yield outcomes from USPTO patents with 853,638 reactions. Task: Predict the reaction yield, written as a fraction of the theoretical maximum amount of product (1.0 means a 100% yield; for example, 0.34 means a 34% yield). (1) The reactants are Cl.[CH3:2][NH:3][O:4][CH3:5].[C:6]1([C:16]2[CH:21]=[CH:20][CH:19]=[CH:18][CH:17]=2)[CH:11]=[CH:10][C:9]([CH2:12][C:13](O)=[O:14])=[CH:8][CH:7]=1.F[P-](F)(F)(F)(F)F.N1(O[P+](N(C)C)(N(C)C)N(C)C)C2C=CC=CC=2N=N1.C(N(CC)C(C)C)(C)C. The catalyst is CN(C)C=O. The product is [C:6]1([C:16]2[CH:21]=[CH:20][CH:19]=[CH:18][CH:17]=2)[CH:11]=[CH:10][C:9]([CH2:12][C:13]([N:3]([O:4][CH3:5])[CH3:2])=[O:14])=[CH:8][CH:7]=1. The yield is 0.700. (2) The reactants are [CH3:1][C:2]1[CH:6]=[C:5](C(OCC)=O)[N:4]([C:12]2[C:21]([F:22])=[CH:20][C:19]3[C:14](=[CH:15][CH:16]=[CH:17][CH:18]=3)[CH:13]=2)[N:3]=1.O[Li].[OH2:25].[OH2:26].[CH3:27]O. No catalyst specified. The product is [CH3:27][C:2]1([C:1]([OH:26])=[O:25])[CH:6]=[CH:5][N:4]([C:12]2[C:21]([F:22])=[CH:20][C:19]3[C:14](=[CH:15][CH:16]=[CH:17][CH:18]=3)[CH:13]=2)[NH:3]1. The yield is 0.900. (3) The reactants are [Cl-].O[NH3+:3].[C:4](=[O:7])([O-])[OH:5].[Na+].CS(C)=O.[CH2:13]([C:17]1[N:18]=[C:19]([CH3:47])[N:20]([CH2:39][C:40]2[CH:45]=[CH:44][C:43]([CH3:46])=[CH:42][CH:41]=2)[C:21](=[O:38])[C:22]=1[CH2:23][C:24]1[CH:29]=[CH:28][C:27]([C:30]2[C:31]([C:36]#[N:37])=[CH:32][CH:33]=[CH:34][CH:35]=2)=[CH:26][CH:25]=1)[CH2:14][CH2:15][CH3:16]. The catalyst is C(OCC)(=O)C. The product is [CH2:13]([C:17]1[N:18]=[C:19]([CH3:47])[N:20]([CH2:39][C:40]2[CH:45]=[CH:44][C:43]([CH3:46])=[CH:42][CH:41]=2)[C:21](=[O:38])[C:22]=1[CH2:23][C:24]1[CH:29]=[CH:28][C:27]([C:30]2[CH:35]=[CH:34][CH:33]=[CH:32][C:31]=2[C:36]2[NH:3][C:4](=[O:7])[O:5][N:37]=2)=[CH:26][CH:25]=1)[CH2:14][CH2:15][CH3:16]. The yield is 0.590. (4) The reactants are [F:1][C:2]1[CH:12]=[CH:11][C:10]([CH:13]=O)=[CH:9][C:3]=1[C:4]([N:6]([CH3:8])[CH3:7])=[O:5].[NH2:15][C:16]1[CH:24]=[CH:23][CH:22]=[C:21]2[C:17]=1[CH2:18][O:19][C:20]2=[O:25].S([O-])([O-])(=O)=O.[Mg+2]. The catalyst is C(#N)C. The product is [F:1][C:2]1[CH:12]=[CH:11][C:10](/[CH:13]=[N:15]/[C:16]2[CH:24]=[CH:23][CH:22]=[C:21]3[C:17]=2[CH2:18][O:19][C:20]3=[O:25])=[CH:9][C:3]=1[C:4]([N:6]([CH3:7])[CH3:8])=[O:5]. The yield is 0.370. (5) The reactants are [Br:1][C:2]1[C:3]2[C:8]([C:9](Br)=[C:10]3[C:15]=1[CH:14]=[CH:13][CH:12]=[CH:11]3)=[CH:7][CH:6]=[CH:5][CH:4]=2.[C:17]1(B(O)O)[C:30]2[C:31]3=[C:32]4[C:27](=[CH:28][CH:29]=2)[CH:26]=[CH:25]C=C4[CH:22]=[CH:21][C:20]3=[CH:19][CH:18]=1.C([O-])([O-])=O.[Na+].[Na+].[CH3:42][CH2:43]O. The catalyst is C1C=CC([P]([Pd]([P](C2C=CC=CC=2)(C2C=CC=CC=2)C2C=CC=CC=2)([P](C2C=CC=CC=2)(C2C=CC=CC=2)C2C=CC=CC=2)[P](C2C=CC=CC=2)(C2C=CC=CC=2)C2C=CC=CC=2)(C2C=CC=CC=2)C2C=CC=CC=2)=CC=1.C1(C)C=CC=CC=1. The product is [Br:1][C:2]1[C:3]2[C:8](=[CH:7][CH:6]=[CH:5][CH:4]=2)[C:9]([C:10]2[C:11]3[C:32]4=[C:31]5[C:20](=[CH:21][CH:22]=3)[CH:19]=[CH:18][CH:17]=[C:30]5[CH:29]=[CH:28][C:27]4=[CH:26][CH:25]=2)=[C:14]2[C:15]=1[CH:42]=[CH:43][CH:12]=[CH:13]2. The yield is 0.430. (6) The reactants are C1(=O)CCCC=C1.[CH2:8]([O:10][C:11](=[O:28])[CH:12]([CH:18]1[CH2:23][CH2:22][CH:21](CCC)[C:20](=[O:27])[CH2:19]1)[C:13]([O:15][CH2:16][CH3:17])=[O:14])[CH3:9]. No catalyst specified. The product is [CH2:16]([O:15][C:13](=[O:14])[CH:12]([CH:18]1[CH2:23][CH2:22][CH2:21][C:20](=[O:27])[CH2:19]1)[C:11]([O:10][CH2:8][CH3:9])=[O:28])[CH3:17]. The yield is 0.880.